Dataset: Full USPTO retrosynthesis dataset with 1.9M reactions from patents (1976-2016). Task: Predict the reactants needed to synthesize the given product. (1) Given the product [CH3:8][C:5]([S:2]([CH3:1])(=[O:4])=[O:3])([CH2:11][CH:10]=[CH2:9])[C:6]#[N:7], predict the reactants needed to synthesize it. The reactants are: [CH3:1][S:2]([CH:5]([CH3:8])[C:6]#[N:7])(=[O:4])=[O:3].[CH2:9](Br)[CH:10]=[CH2:11]. (2) Given the product [Br:3][C:4]1[CH:9]=[C:8]([F:10])[CH:7]=[CH:6][C:5]=1[S:11]([N:14]([C:15]1[C:24]([C:25]([O:27][CH3:28])=[O:26])=[C:23]2[C:18]([C:19]3[CH:31]=[CH:30][O:29][C:20]=3[CH2:21][O:22]2)=[CH:17][CH:16]=1)[C:33]([O:35][CH3:36])=[O:34])(=[O:12])=[O:13], predict the reactants needed to synthesize it. The reactants are: [H-].[Na+].[Br:3][C:4]1[CH:9]=[C:8]([F:10])[CH:7]=[CH:6][C:5]=1[S:11]([NH:14][C:15]1[C:24]([C:25]([O:27][CH3:28])=[O:26])=[C:23]2[C:18]([C:19]3[CH:31]=[CH:30][O:29][C:20]=3[CH2:21][O:22]2)=[CH:17][CH:16]=1)(=[O:13])=[O:12].Cl[C:33]([O:35][CH3:36])=[O:34].C(=O)(O)[O-].[Na+]. (3) Given the product [C:22]([C:26]1[O:30][N:29]=[C:28]([NH:31][C:32]([NH:1][C:2]2[CH:21]=[CH:20][CH:19]=[C:4]([O:5][C:6]3[C:15]4[C:10](=[CH:11][C:12]([OH:18])=[C:13]([O:16][CH3:17])[CH:14]=4)[N:9]=[CH:8][N:7]=3)[CH:3]=2)=[O:33])[CH:27]=1)([CH3:25])([CH3:23])[CH3:24], predict the reactants needed to synthesize it. The reactants are: [NH2:1][C:2]1[CH:3]=[C:4]([CH:19]=[CH:20][CH:21]=1)[O:5][C:6]1[C:15]2[C:10](=[CH:11][C:12]([OH:18])=[C:13]([O:16][CH3:17])[CH:14]=2)[N:9]=[CH:8][N:7]=1.[C:22]([C:26]1[O:30][N:29]=[C:28]([NH:31][C:32](=O)[O:33]C2C=CC=CC=2)[CH:27]=1)([CH3:25])([CH3:24])[CH3:23]. (4) Given the product [NH2:8][C:9]([CH3:34])([CH3:33])[C@H:10]([NH:15][C:16](=[O:32])[C:17]1[CH:22]=[CH:21][C:20]([C:23]#[C:24][C:25]#[C:26][C:27]([OH:31])([CH3:30])[CH2:28][OH:29])=[CH:19][CH:18]=1)[C:11]([O:13][CH3:14])=[O:12], predict the reactants needed to synthesize it. The reactants are: C(OC([NH:8][C:9]([CH3:34])([CH3:33])[C@H:10]([NH:15][C:16](=[O:32])[C:17]1[CH:22]=[CH:21][C:20]([C:23]#[C:24][C:25]#[C:26][C:27]([OH:31])([CH3:30])[CH2:28][OH:29])=[CH:19][CH:18]=1)[C:11]([O:13][CH3:14])=[O:12])=O)(C)(C)C.Cl. (5) Given the product [F:9][C:4]([F:10])([S:5]([O:41][C:38]1[CH:39]=[C:40]2[C:35](=[CH:36][CH:37]=1)[C:34](=[O:42])[NH:33][CH:32]2[CH2:25][C:26]1[CH:27]=[CH:28][CH:29]=[CH:30][CH:31]=1)(=[O:7])=[O:6])[C:3]([F:12])([F:11])[C:2]([F:17])([F:1])[C:13]([F:16])([F:15])[F:14], predict the reactants needed to synthesize it. The reactants are: [F:1][C:2]([F:17])([C:13]([F:16])([F:15])[F:14])[C:3]([F:12])([F:11])[C:4]([F:10])([F:9])[S:5](F)(=[O:7])=[O:6].CCN(CC)CC.[CH2:25]([CH:32]1[C:40]2[C:35](=[CH:36][CH:37]=[C:38]([OH:41])[CH:39]=2)[C:34](=[O:42])[NH:33]1)[C:26]1[CH:31]=[CH:30][CH:29]=[CH:28][CH:27]=1. (6) The reactants are: [Br:1][C:2]1[CH:7]=[CH:6][C:5]([NH:8][C:9]2[C:10]([CH2:19][OH:20])=[CH:11][C:12]3[NH:16][CH:15]=[N:14][C:13]=3[C:17]=2[F:18])=[C:4]([Cl:21])[CH:3]=1. Given the product [Br:1][C:2]1[CH:7]=[CH:6][C:5]([NH:8][C:9]2[C:10]([CH:19]=[O:20])=[CH:11][C:12]3[NH:16][CH:15]=[N:14][C:13]=3[C:17]=2[F:18])=[C:4]([Cl:21])[CH:3]=1, predict the reactants needed to synthesize it.